From a dataset of Full USPTO retrosynthesis dataset with 1.9M reactions from patents (1976-2016). Predict the reactants needed to synthesize the given product. (1) Given the product [Cl:38][C:37]1[CH:36]=[CH:35][CH:34]=[C:33]([Cl:39])[C:32]=1[CH2:31][C:6]1[C:5]2[N:40]=[CH:41][NH:42][C:4]=2[C:3]([C:1]([NH2:2])=[O:52])=[C:8]([NH:9][C:10]2[CH:11]=[C:12]([CH3:30])[C:13]([N:17]3[CH2:18][CH2:19][NH:20][CH2:21][CH2:22]3)=[CH:14][C:15]=2[F:16])[N:7]=1, predict the reactants needed to synthesize it. The reactants are: [C:1]([C:3]1[C:4]2[N:42](COCC[Si](C)(C)C)[CH:41]=[N:40][C:5]=2[C:6]([CH2:31][C:32]2[C:37]([Cl:38])=[CH:36][CH:35]=[CH:34][C:33]=2[Cl:39])=[N:7][C:8]=1[NH:9][C:10]1[C:15]([F:16])=[CH:14][C:13]([N:17]2[CH2:22][CH2:21][N:20](C(OC(C)(C)C)=O)[CH2:19][CH2:18]2)=[C:12]([CH3:30])[CH:11]=1)#[N:2].S(=O)(=O)(O)[OH:52]. (2) Given the product [N:22]1[CH:23]=[CH:24][CH:25]=[C:20]([C:16]2[CH:15]=[C:14]([C:13]3[O:26][C:2]4[C:3]([C:4]([O:6][CH3:7])=[O:5])=[CH:8][CH:9]=[CH:10][C:11]=4[N:12]=3)[CH:19]=[CH:18][CH:17]=2)[CH:21]=1, predict the reactants needed to synthesize it. The reactants are: O[C:2]1[C:11]([NH:12][C:13](=[O:26])[C:14]2[CH:19]=[CH:18][CH:17]=[C:16]([C:20]3[CH:21]=[N:22][CH:23]=[CH:24][CH:25]=3)[CH:15]=2)=[CH:10][CH:9]=[CH:8][C:3]=1[C:4]([O:6][CH3:7])=[O:5].O.CC1C=CC(S(O)(=O)=O)=CC=1. (3) Given the product [CH3:1][C:2]1[O:6][N:5]=[C:4]([C:7]2[CH:12]=[CH:11][C:10]([NH2:13])=[CH:9][CH:8]=2)[N:3]=1, predict the reactants needed to synthesize it. The reactants are: [CH3:1][C:2]1[O:6][N:5]=[C:4]([C:7]2[CH:12]=[CH:11][C:10]([N+:13]([O-])=O)=[CH:9][CH:8]=2)[N:3]=1.CCOC(C)=O. (4) Given the product [Cl:14][C:4]1[CH:5]=[CH:6][C:7]([O:9][CH2:10][CH2:11][O:12][CH3:13])=[CH:8][C:3]=1[CH:2]=[O:19], predict the reactants needed to synthesize it. The reactants are: Br[CH2:2][C:3]1[CH:8]=[C:7]([O:9][CH2:10][CH2:11][O:12][CH3:13])[CH:6]=[CH:5][C:4]=1[Cl:14].C[N+]1([O-])CC[O:19]CC1. (5) Given the product [C:1]([C:5]1[CH:9]=[C:8]([CH2:10][NH:11][C:32]([NH:31][C:28]2[CH:27]=[CH:26][C:25]([C:21]([CH3:24])([CH2:22][OH:23])[CH2:20][OH:19])=[CH:30][CH:29]=2)=[O:33])[N:7]([C:12]2[CH:17]=[CH:16][CH:15]=[C:14]([Cl:18])[CH:13]=2)[N:6]=1)([CH3:4])([CH3:2])[CH3:3], predict the reactants needed to synthesize it. The reactants are: [C:1]([C:5]1[CH:9]=[C:8]([CH2:10][NH2:11])[N:7]([C:12]2[CH:17]=[CH:16][CH:15]=[C:14]([Cl:18])[CH:13]=2)[N:6]=1)([CH3:4])([CH3:3])[CH3:2].[OH:19][CH2:20][C:21]([C:25]1[CH:30]=[CH:29][C:28]([NH:31][C:32](=O)[O:33]C2C=CC=CC=2)=[CH:27][CH:26]=1)([CH3:24])[CH2:22][OH:23]. (6) The reactants are: [S:1]1[C:9]2[C:4](=[N:5][CH:6]=[C:7]([CH2:10][S:11]([CH2:14][C@@H:15]([N:24]([C:33](OC(C)(C)C)=[O:34])[O:25]C(OC(C)(C)C)=O)[C:16]3[CH:21]=[CH:20][C:19]([O:22][CH3:23])=[CH:18][CH:17]=3)(=[O:13])=[O:12])[CH:8]=2)[CH:3]=[CH:2]1.FC(F)(F)C(O)=O. Given the product [CH3:23][O:22][C:19]1[CH:18]=[CH:17][C:16]([C@H:15]([N:24]([OH:25])[CH:33]=[O:34])[CH2:14][S:11]([CH2:10][C:7]2[CH:8]=[C:9]3[S:1][CH:2]=[CH:3][C:4]3=[N:5][CH:6]=2)(=[O:13])=[O:12])=[CH:21][CH:20]=1, predict the reactants needed to synthesize it.